From a dataset of Catalyst prediction with 721,799 reactions and 888 catalyst types from USPTO. Predict which catalyst facilitates the given reaction. Reactant: [CH3:1][C:2]1[CH:20]=[CH:19][C:5]2[N:6]=[C:7]([O:9][C:10]3[CH:15]=[CH:14][C:13]([CH2:16][CH2:17]O)=[CH:12][CH:11]=3)[S:8][C:4]=2[CH:3]=1.CN(C1C=CC=CN=1)C.CCN(C(C)C)C(C)C.[CH3:39][S:40](Cl)(=[O:42])=[O:41]. Product: [CH3:39][S:40]([CH2:17][CH2:16][C:13]1[CH:14]=[CH:15][C:10]([O:9][C:7]2[S:8][C:4]3[CH:3]=[C:2]([CH3:1])[CH:20]=[CH:19][C:5]=3[N:6]=2)=[CH:11][CH:12]=1)(=[O:42])=[O:41]. The catalyst class is: 2.